From a dataset of NCI-60 drug combinations with 297,098 pairs across 59 cell lines. Regression. Given two drug SMILES strings and cell line genomic features, predict the synergy score measuring deviation from expected non-interaction effect. Drug 1: CC(C1=C(C=CC(=C1Cl)F)Cl)OC2=C(N=CC(=C2)C3=CN(N=C3)C4CCNCC4)N. Drug 2: CC1=C2C(C(=O)C3(C(CC4C(C3C(C(C2(C)C)(CC1OC(=O)C(C(C5=CC=CC=C5)NC(=O)C6=CC=CC=C6)O)O)OC(=O)C7=CC=CC=C7)(CO4)OC(=O)C)O)C)OC(=O)C. Cell line: SNB-75. Synergy scores: CSS=26.3, Synergy_ZIP=-2.45, Synergy_Bliss=4.53, Synergy_Loewe=-1.87, Synergy_HSA=3.64.